This data is from Experimentally validated miRNA-target interactions with 360,000+ pairs, plus equal number of negative samples. The task is: Binary Classification. Given a miRNA mature sequence and a target amino acid sequence, predict their likelihood of interaction. (1) The miRNA is hsa-miR-384 with sequence AUUCCUAGAAAUUGUUCAUA. The protein sequence of the target gene is MGAVWSALLVGGGLAGALFVWLLRGGPGDTGKDGDAEQEKDAPLGGAAIPGGHQSGSSGLSPGPSGQELVTKPEHLQESNGHLISKTKDLGKLQAASWRLQNPSREVCDNSREHVPSGQFPDTEAPATSETSNSRSYSEVSRNESLESPMGEWGFQKGQEISAKAATCFAEKLPSSNLLKNRAKEEMSLSDLNSQDRVDHEEWEMVPRHSSWGDVGVGGSLKAPVLNLNQGMDNGRSTLVEARGQQVHGKMERVAVMPAGSQQVSVRFQVHYVTSTDVQFIAVTGDHECLGRWNTYIPLH.... Result: 0 (no interaction). (2) The miRNA is hsa-miR-4323 with sequence CAGCCCCACAGCCUCAGA. The protein sequence of the target gene is MDAIKKKMQMLKLDKENAIDRAEQAEADKKQAEDRCKQLEEEQQALQKKLKGTEDEVEKYSESVKEAQEKLEQAEKKATDAEADVASLNRRIQLVEEELDRAQERLATALQKLEEAEKAADESERGMKVIENRAMKDEEKMELQEMQLKEAKHIAEDSDRKYEEVARKLVILEGELERSEERAEVAESKCGDLEEELKIVTNNLKSLEAQADKYSTKEDKYEEEIKLLEEKLKEAETRAEFAERSVAKLEKTIDDLEDEVYAQKMKYKAISEELDNALNDITSL. Result: 0 (no interaction). (3) The miRNA is hsa-miR-454-5p with sequence ACCCUAUCAAUAUUGUCUCUGC. The protein sequence of the target gene is MSCVPWKGDKAKAESSDLPQAAPPQIYHEKQRRELCALHALNNVFQDSNAFTRETLQEIFQRLSPNTMVTPHKKSMLGNGNYDVNVIMAALQTKGYEAVWWDKRRDVGVIALTNVMGFIMNLPSSLCWGPLKLPLKRQHWICVREVGGAYYNLDSKLKMPEWIGGESELRKFLKYHLRGKNCELLLVVPEEVEAHQSWRADV. Result: 0 (no interaction). (4) The miRNA is hsa-miR-921 with sequence CUAGUGAGGGACAGAACCAGGAUUC. The protein sequence of the target gene is MNESKPGDSQNLACVFCRKHDDCPNKYGEKKTKEKWNLTVHYYCLLMSSGIWQRGKEEEGVYGFLIEDIRKEVNRASKLKCCVCKKNGASIGCVAPRCKRSYHFPCGLQRECIFQFTGNFASFCWDHRPVQIITSNNYRESLPCTICLEFIEPIPSYNILRSPCCKNAWFHRDCLQVQAINAGVFFFRCTICNNSDIFQKEMLRMGIHIPEKDASWELEENAYQELLQHYERCDVRRCRCKEGRDYNAPDSKWEIKRCQCCGSSGTHLACSSLRSWEQNWECLECRGIIYNSGEFQKAKK.... Result: 1 (interaction).